Dataset: Retrosynthesis with 50K atom-mapped reactions and 10 reaction types from USPTO. Task: Predict the reactants needed to synthesize the given product. (1) Given the product CC(O)c1ccc(NS(C)(=O)=O)c(Sc2ccc(F)cc2F)c1, predict the reactants needed to synthesize it. The reactants are: CC(=O)c1ccc(NS(C)(=O)=O)c(Sc2ccc(F)cc2F)c1. (2) Given the product COc1cc(C=O)c(C)cc1Cl, predict the reactants needed to synthesize it. The reactants are: COc1cc(C=O)c(Br)cc1Cl.O=C([O-])[O-]. (3) Given the product CC(C)(C)NS(=O)(=O)c1cc(C(=O)N2CCC(CC=O)(c3ccccc3)OC2)c(Cl)cc1F, predict the reactants needed to synthesize it. The reactants are: CC(C)(C)NS(=O)(=O)c1cc(C(=O)N2CCC(CCO)(c3ccccc3)OC2)c(Cl)cc1F.